From a dataset of Reaction yield outcomes from USPTO patents with 853,638 reactions. Predict the reaction yield, written as a fraction of the theoretical maximum amount of product (1.0 means a 100% yield; for example, 0.34 means a 34% yield). The reactants are [Cl:1][C:2]1[CH:7]=[CH:6][C:5]([CH:8]([C:14]2[CH:19]=[CH:18][C:17]([Cl:20])=[CH:16][CH:15]=2)[S:9][CH2:10][C:11]([OH:13])=O)=[CH:4][CH:3]=1.[C:21]1([CH2:27][CH2:28][CH2:29][NH2:30])[CH:26]=[CH:25][CH:24]=[CH:23][CH:22]=1. No catalyst specified. The product is [Cl:20][C:17]1[CH:18]=[CH:19][C:14]([CH:8]([C:5]2[CH:4]=[CH:3][C:2]([Cl:1])=[CH:7][CH:6]=2)[S:9][CH2:10][C:11]([NH:30][CH2:29][CH2:28][CH2:27][C:21]2[CH:26]=[CH:25][CH:24]=[CH:23][CH:22]=2)=[O:13])=[CH:15][CH:16]=1. The yield is 0.750.